The task is: Predict which catalyst facilitates the given reaction.. This data is from Catalyst prediction with 721,799 reactions and 888 catalyst types from USPTO. (1) Product: [CH3:21][N:22]1[CH:26]=[CH:25][C:24]([NH:27][C:12](=[O:14])[CH:11]([N:7]2[C:8]3[C:4](=[CH:3][C:2]([Br:1])=[CH:10][CH:9]=3)[C:5](=[O:20])[C:6]2=[O:19])[CH2:15][CH:16]([CH3:18])[CH3:17])=[N:23]1. Reactant: [Br:1][C:2]1[CH:3]=[C:4]2[C:8](=[CH:9][CH:10]=1)[N:7]([CH:11]([CH2:15][CH:16]([CH3:18])[CH3:17])[C:12]([OH:14])=O)[C:6](=[O:19])[C:5]2=[O:20].[CH3:21][N:22]1[CH:26]=[CH:25][C:24]([NH2:27])=[N:23]1.C(N(CC)C(C)C)(C)C.F[P-](F)(F)(F)(F)F.N1(O[P+](N(C)C)(N(C)C)N(C)C)C2C=CC=CC=2N=N1. The catalyst class is: 42. (2) Reactant: [O-]CC.[K+].C(O)C.[CH2:8]([O:15][C:16]1[CH:21]=[CH:20][C:19]([CH3:22])=[C:18]([N+:23]([O-:25])=[O:24])[CH:17]=1)[C:9]1[CH:14]=[CH:13][CH:12]=[CH:11][CH:10]=1.[C:26](OCC)(=[O:32])[C:27]([O:29]CC)=[O:28]. Product: [CH2:8]([O:15][C:16]1[CH:21]=[CH:20][C:19]([CH2:22][C:26](=[O:32])[C:27]([OH:29])=[O:28])=[C:18]([N+:23]([O-:25])=[O:24])[CH:17]=1)[C:9]1[CH:10]=[CH:11][CH:12]=[CH:13][CH:14]=1. The catalyst class is: 715. (3) The catalyst class is: 224. Product: [CH3:1][C:2]1([CH3:8])[CH:3]([C:4]([O:6][CH3:7])=[O:5])[C:18](=[O:19])[C:17](=[O:22])[N:9]1[CH2:10][C:11]1[CH:16]=[CH:15][CH:14]=[CH:13][CH:12]=1. Reactant: [CH3:1][C:2]([N:9]([C:17](=[O:22])[C:18](OC)=[O:19])[CH2:10][C:11]1[CH:16]=[CH:15][CH:14]=[CH:13][CH:12]=1)([CH3:8])[CH2:3][C:4]([O:6][CH3:7])=[O:5].C[O-].[Na+]. (4) Reactant: Cl[C:2]1[C:7]2[CH2:8][N:9]([CH:12]([C:14]3[CH:15]=[N:16][C:17]([O:21][CH2:22][C:23]([F:26])([F:25])[F:24])=[C:18]([CH3:20])[CH:19]=3)[CH3:13])[C:10](=[O:11])[C:6]=2[CH:5]=[CH:4][N:3]=1.C[Si](C)(C)CCOC[N:33]1[CH:37]=[CH:36][C:35]([C:38]([NH2:40])=[O:39])=[N:34]1. Product: [CH3:20][C:18]1[CH:19]=[C:14]([CH:12]([N:9]2[C:10](=[O:11])[C:6]3[CH:5]=[CH:4][N:3]=[C:2]([NH:40][C:38]([C:35]4[CH:36]=[CH:37][NH:33][N:34]=4)=[O:39])[C:7]=3[CH2:8]2)[CH3:13])[CH:15]=[N:16][C:17]=1[O:21][CH2:22][C:23]([F:26])([F:25])[F:24]. The catalyst class is: 157. (5) Reactant: [CH2:1]([C:3]1[CH:4]=[C:5]2[C:10](=[CH:11][CH:12]=1)[N:9]=[C:8]([C:13]1[CH:18]=[CH:17][CH:16]=[CH:15][CH:14]=1)[C:7]([CH2:19][CH2:20][OH:21])=[CH:6]2)[CH3:2].[Na]. Product: [CH2:1]([C:3]1[CH:4]=[C:5]2[C:10](=[CH:11][CH:12]=1)[NH:9][C@@H:8]([C:13]1[CH:18]=[CH:17][CH:16]=[CH:15][CH:14]=1)[C@H:7]([CH2:19][CH2:20][OH:21])[CH2:6]2)[CH3:2]. The catalyst class is: 14.